Dataset: Full USPTO retrosynthesis dataset with 1.9M reactions from patents (1976-2016). Task: Predict the reactants needed to synthesize the given product. (1) Given the product [CH3:32][N:2]([CH3:1])[C:3]1[CH:8]=[CH:7][CH:6]=[C:5]([C:9]([C:14]2[NH:22][C:17]3=[N:18][CH:19]=[CH:20][CH:21]=[C:16]3[CH:15]=2)=[CH:10][CH:11]([CH3:13])[CH3:12])[CH:4]=1, predict the reactants needed to synthesize it. The reactants are: [CH3:1][N:2]([CH3:32])[C:3]1[CH:8]=[CH:7][CH:6]=[C:5]([C:9]([C:14]2[N:22](S(C3C=CC=CC=3)(=O)=O)[C:17]3=[N:18][CH:19]=[CH:20][CH:21]=[C:16]3[CH:15]=2)=[CH:10][CH:11]([CH3:13])[CH3:12])[CH:4]=1.[OH-].[Na+]. (2) Given the product [CH:7]1[N:6]=[CH:11][N:19]2[CH2:18][CH2:17][CH2:16][C:15](=[C:14]3[CH2:21][CH2:22][NH:12][C:13]3=[O:23])[C:20]=12, predict the reactants needed to synthesize it. The reactants are: P(Cl)(Cl)(Cl)=O.[N:6]1[CH:11]=CC=C[CH:7]=1.[N:12]12[CH2:22][CH2:21][CH2:20][N:19]=[C:18]1[CH2:17][CH2:16][CH2:15][CH2:14][CH2:13]2.[OH2:23].